From a dataset of Forward reaction prediction with 1.9M reactions from USPTO patents (1976-2016). Predict the product of the given reaction. (1) Given the reactants Cl.Cl.Cl.[O:4]1[C:8]2=[C:9]([N:13]3[CH2:18][CH2:17][N:16]([CH2:19][CH2:20][C@H:21]4[CH2:26][CH2:25][C@H:24]([NH2:27])[CH2:23][CH2:22]4)[CH2:15][CH2:14]3)[N:10]=[CH:11][CH:12]=[C:7]2[CH2:6][CH2:5]1.[C:28]([O:32][C:33]1[CH:41]=[CH:40][C:36]([C:37](O)=[O:38])=[CH:35][CH:34]=1)([CH3:31])([CH3:30])[CH3:29], predict the reaction product. The product is: [C:28]([O:32][C:33]1[CH:34]=[CH:35][C:36]([C:37]([NH:27][C@H:24]2[CH2:25][CH2:26][C@H:21]([CH2:20][CH2:19][N:16]3[CH2:17][CH2:18][N:13]([C:9]4[N:10]=[CH:11][CH:12]=[C:7]5[CH2:6][CH2:5][O:4][C:8]=45)[CH2:14][CH2:15]3)[CH2:22][CH2:23]2)=[O:38])=[CH:40][CH:41]=1)([CH3:31])([CH3:29])[CH3:30]. (2) Given the reactants [F:1][C:2]([F:20])([F:19])[C:3]1[CH:4]=[C:5]([C:9]2[O:13][N:12]=[C:11]([C:14](OCC)=[O:15])[CH:10]=2)[CH:6]=[CH:7][CH:8]=1.[BH4-].[Na+], predict the reaction product. The product is: [F:20][C:2]([F:1])([F:19])[C:3]1[CH:4]=[C:5]([C:9]2[O:13][N:12]=[C:11]([CH2:14][OH:15])[CH:10]=2)[CH:6]=[CH:7][CH:8]=1. (3) The product is: [F:1][C:2]1[C:10]2[C:5](=[CH:6][CH:7]=[C:8]([NH2:11])[CH:9]=2)[NH:4][CH:3]=1. Given the reactants [F:1][C:2]1[C:10]2[C:5](=[CH:6][CH:7]=[C:8]([N+:11]([O-])=O)[CH:9]=2)[NH:4][CH:3]=1.[Cl-].[NH4+], predict the reaction product. (4) Given the reactants [C:1]1(=[O:8])[O:7][C:5](=[O:6])[CH2:4][O:3][CH2:2]1.[CH3:9][N:10]1[C:14]([C:15]([NH2:17])=[O:16])=[C:13]([NH2:18])[C:12]([CH2:19][CH2:20][CH3:21])=[N:11]1, predict the reaction product. The product is: [NH2:17][C:15]([C:14]1[N:10]([CH3:9])[N:11]=[C:12]([CH2:19][CH2:20][CH3:21])[C:13]=1[NH:18][C:5]([CH2:4][O:3][CH2:2][C:1]([OH:7])=[O:8])=[O:6])=[O:16]. (5) The product is: [Br:27][C:28]1[CH:34]=[CH:33][C:31]([NH:32][C:14](=[O:16])[C:13]([N:10]2[CH2:9][CH2:8][CH:7]([CH2:6][C:5]3[CH:4]=[CH:3][C:2]([F:1])=[CH:19][CH:18]=3)[CH2:12][CH2:11]2)=[O:17])=[CH:30][CH:29]=1. Given the reactants [F:1][C:2]1[CH:19]=[CH:18][C:5]([CH2:6][CH:7]2[CH2:12][CH2:11][N:10]([C:13](=[O:17])[C:14]([OH:16])=O)[CH2:9][CH2:8]2)=[CH:4][CH:3]=1.C(N(CC)CC)C.[Br:27][C:28]1[CH:34]=[CH:33][C:31]([NH2:32])=[CH:30][CH:29]=1.CN(C(ON1N=NC2C=CC=CC1=2)=[N+](C)C)C.F[P-](F)(F)(F)(F)F, predict the reaction product. (6) Given the reactants [CH2:1]([O:3][C:4]#[CH:5])[CH3:2].[CH2:6]([SnH:10]([CH2:15][CH2:16][CH2:17][CH3:18])[CH2:11][CH2:12][CH2:13][CH3:14])[CH2:7][CH2:8][CH3:9], predict the reaction product. The product is: [CH2:15]([Sn:10]([CH2:6][CH2:7][CH2:8][CH3:9])([CH2:11][CH2:12][CH2:13][CH3:14])[CH:5]=[CH:4][O:3][CH2:1][CH3:2])[CH2:16][CH2:17][CH3:18]. (7) The product is: [O:30]1[CH2:31][CH2:32][N:33]([C:36]2[CH:37]=[C:38]([C:39]3[O:1][N:2]=[C:3]([C:5]4[CH:13]=[CH:12][C:11]5[NH:10][C:9]6[CH:14]([CH2:17][C:18]([O:20][CH2:21][CH3:22])=[O:19])[CH2:15][CH2:16][C:8]=6[C:7]=5[CH:6]=4)[N:4]=3)[CH:42]=[C:43]([O:45][C:46]([F:48])([F:49])[F:47])[CH:44]=2)[CH2:34][CH2:35]1. Given the reactants [OH:1][NH:2][C:3]([C:5]1[CH:13]=[CH:12][C:11]2[NH:10][C:9]3[CH:14]([CH2:17][C:18]([O:20][CH2:21][CH3:22])=[O:19])[CH2:15][CH2:16][C:8]=3[C:7]=2[CH:6]=1)=[NH:4].C(N(CC)CC)C.[O:30]1[CH2:35][CH2:34][N:33]([C:36]2[CH:37]=[C:38]([CH:42]=[C:43]([O:45][C:46]([F:49])([F:48])[F:47])[CH:44]=2)[C:39](Cl)=O)[CH2:32][CH2:31]1, predict the reaction product.